From a dataset of Reaction yield outcomes from USPTO patents with 853,638 reactions. Predict the reaction yield, written as a fraction of the theoretical maximum amount of product (1.0 means a 100% yield; for example, 0.34 means a 34% yield). (1) The reactants are C([O:3][C:4]([C:6]1([C:9]2[CH:14]=[CH:13][C:12]([C:15]3[CH:20]=[CH:19][C:18]([C:21]4[S:22][C:23]([Cl:38])=[CH:24][C:25]=4[NH:26][C:27]([O:29][CH:30]([C:32]4[C:36]([CH3:37])=[CH:35][S:34][CH:33]=4)[CH3:31])=[O:28])=[CH:17][C:16]=3[O:39][CH3:40])=[CH:11][CH:10]=2)[CH2:8][CH2:7]1)=[O:5])C.C(O)(C)C.[OH-].[Na+].Cl. The catalyst is O1CCCC1.O.C(OCC)(=O)C. The product is [Cl:38][C:23]1[S:22][C:21]([C:18]2[CH:19]=[CH:20][C:15]([C:12]3[CH:13]=[CH:14][C:9]([C:6]4([C:4]([OH:5])=[O:3])[CH2:7][CH2:8]4)=[CH:10][CH:11]=3)=[C:16]([O:39][CH3:40])[CH:17]=2)=[C:25]([NH:26][C:27]([O:29][CH:30]([C:32]2[C:36]([CH3:37])=[CH:35][S:34][CH:33]=2)[CH3:31])=[O:28])[CH:24]=1. The yield is 0.690. (2) The reactants are Cl[CH2:2][CH2:3][NH:4][C:5](=O)[CH3:6].P(Cl)(Cl)(Cl)(Cl)Cl.[NH2:14][C:15]1[CH:16]=[C:17]([C:21]2[CH:30]=[N:29][CH:28]=[CH:27][C:22]=2[C:23]([O:25][CH3:26])=[O:24])[CH:18]=[CH:19][CH:20]=1.[OH-].[NH4+]. The catalyst is C(OCC)(=O)C.ClCCl. The product is [CH3:6][C:5]1[N:14]([C:15]2[CH:16]=[C:17]([C:21]3[CH:30]=[N:29][CH:28]=[CH:27][C:22]=3[C:23]([O:25][CH3:26])=[O:24])[CH:18]=[CH:19][CH:20]=2)[CH2:2][CH2:3][N:4]=1. The yield is 0.480. (3) The reactants are [CH3:1][C:2]1[CH:9]=[CH:8][C:5]([CH:6]=O)=[CH:4][CH:3]=1.[CH3:10][C:11]([CH3:13])=[O:12].[OH-].[Na+].O. The catalyst is C(O)C. The product is [CH3:1][C:2]1[CH:9]=[CH:8][C:5]([CH:6]=[CH:10][C:11](=[O:12])[CH:13]=[CH:1][C:2]2[CH:9]=[CH:8][C:5]([CH3:6])=[CH:4][CH:3]=2)=[CH:4][CH:3]=1. The yield is 0.780. (4) The reactants are [C:1]1([CH2:7][N:8]2[CH2:13][CH2:12][O:11][CH2:10][C@@H:9]2[C:14]([O:16]CC)=[O:15])[CH:6]=[CH:5][CH:4]=[CH:3][CH:2]=1.O.[OH-].[Li+].[OH-].[Li+].Cl. The catalyst is C1COCC1.CCO.O. The product is [C:1]1([CH2:7][N:8]2[CH2:13][CH2:12][O:11][CH2:10][C@@H:9]2[C:14]([OH:16])=[O:15])[CH:2]=[CH:3][CH:4]=[CH:5][CH:6]=1. The yield is 0.940. (5) The reactants are [CH3:1][N:2]1[C:11]2[C:6](=[CH:7][C:8]([C:12]3[CH:13]=[C:14]([NH:18][C:19]([CH2:21][O:22]C(=O)C)=[O:20])[CH:15]=[N:16][CH:17]=3)=[CH:9][CH:10]=2)[CH2:5][CH2:4][C:3]1=[O:26].C([O-])([O-])=O.[Na+].[Na+]. The product is [OH:22][CH2:21][C:19]([NH:18][C:14]1[CH:15]=[N:16][CH:17]=[C:12]([C:8]2[CH:7]=[C:6]3[C:11](=[CH:10][CH:9]=2)[N:2]([CH3:1])[C:3](=[O:26])[CH2:4][CH2:5]3)[CH:13]=1)=[O:20]. The yield is 0.910. The catalyst is CO. (6) The reactants are [OH:1][CH2:2][C:3]1[N:8]=[C:7]([C:9]([O:11][CH3:12])=[O:10])[CH:6]=[CH:5][CH:4]=1.[CH3:13][S:14](Cl)(=[O:16])=[O:15]. The catalyst is C(Cl)Cl.C(Cl)(Cl)Cl.C([O-])(O)=O.[Na+]. The product is [CH3:13][S:14]([O:1][CH2:2][C:3]1[N:8]=[C:7]([C:9]([O:11][CH3:12])=[O:10])[CH:6]=[CH:5][CH:4]=1)(=[O:16])=[O:15]. The yield is 0.850. (7) The reactants are [I:1][C:2]1[N:3]=[C:4]([CH2:8][CH2:9][CH3:10])[NH:5][C:6]=1I.S([O-])([O-])=O.[Na+].[Na+]. The catalyst is C(O)C.O. The product is [I:1][C:2]1[N:3]=[C:4]([CH2:8][CH2:9][CH3:10])[NH:5][CH:6]=1. The yield is 0.880. (8) The reactants are C([O-])(=O)C.[NH4+:5].[CH3:6][CH:7]1[CH2:11][CH2:10][C:9](=O)[C@@H:8]1[C:13]([O:15][CH2:16][CH3:17])=[O:14]. The catalyst is CO. The product is [NH2:5][C:9]1[CH2:10][CH2:11][C@@H:7]([CH3:6])[C:8]=1[C:13]([O:15][CH2:16][CH3:17])=[O:14]. The yield is 0.970. (9) The reactants are [CH3:1][C:2]1[CH:7]=[CH:6][C:5]([C:8]2[N:17]=[C:16]([C:18](O)=[O:19])[C:15]3[C:10](=[CH:11][CH:12]=[CH:13][CH:14]=3)[N:9]=2)=[CH:4][CH:3]=1.Cl.[OH:22][C:23]1[C:32]([O:33][CH3:34])=[CH:31][CH:30]=[C:29]2[C:24]=1[CH2:25][CH2:26][NH:27][CH2:28]2. No catalyst specified. The product is [CH3:1][C:2]1[CH:7]=[CH:6][C:5]([C:8]2[N:17]=[C:16]([C:18]([N:27]3[CH2:26][CH2:25][C:24]4[C:29](=[CH:30][CH:31]=[C:32]([O:33][CH3:34])[C:23]=4[OH:22])[CH2:28]3)=[O:19])[C:15]3[C:10](=[CH:11][CH:12]=[CH:13][CH:14]=3)[N:9]=2)=[CH:4][CH:3]=1. The yield is 0.360.